Dataset: Reaction yield outcomes from USPTO patents with 853,638 reactions. Task: Predict the reaction yield, written as a fraction of the theoretical maximum amount of product (1.0 means a 100% yield; for example, 0.34 means a 34% yield). (1) The reactants are [C:1]([NH:4][S:5]([C:8]1[CH:13]=[CH:12][CH:11]=[CH:10][C:9]=1[C:14]1[N:19]=[CH:18][C:17]([CH2:20][N:21]2[C:25]([CH2:26][CH2:27][CH3:28])=[CH:24][C:23]([C:29](O)=[O:30])=[N:22]2)=[CH:16][CH:15]=1)(=[O:7])=[O:6])(=[O:3])[CH3:2].CN(C=O)C.CN(C(ON1N=NC2C=CC=NC1=2)=[N+](C)C)C.F[P-](F)(F)(F)(F)F.[NH2:61][C@H:62]([CH2:68][C:69]1[CH:74]=[CH:73][CH:72]=[CH:71][CH:70]=1)[C@@H:63]([OH:67])[C:64]([OH:66])=[O:65].Cl.CCN(C(C)C)C(C)C. No catalyst specified. The product is [C:1]([NH:4][S:5]([C:8]1[CH:13]=[CH:12][CH:11]=[CH:10][C:9]=1[C:14]1[N:19]=[CH:18][C:17]([CH2:20][N:21]2[C:25]([CH2:26][CH2:27][CH3:28])=[CH:24][C:23]([C:29]([NH:61][C@H:62]([CH2:68][C:69]3[CH:74]=[CH:73][CH:72]=[CH:71][CH:70]=3)[C@@H:63]([OH:67])[C:64]([OH:66])=[O:65])=[O:30])=[N:22]2)=[CH:16][CH:15]=1)(=[O:7])=[O:6])(=[O:3])[CH3:2]. The yield is 0.910. (2) The reactants are C[Si](C)(C)N[Si](C)(C)C.[Li].[NH:11]([C:18]1[N:23]=[CH:22][N:21]=[C:20]([C:24]2[CH:29]=[CH:28][N:27]=[C:26]([C:30](=[S:37])[N:31]([CH2:33][CH:34]3[CH2:36][CH2:35]3)[CH3:32])[CH:25]=2)[N:19]=1)[C:12]1[CH:17]=[CH:16][CH:15]=[CH:14][CH:13]=1.[C:38](Cl)(=[O:40])[CH3:39].O. The catalyst is O1CCCC1. The product is [CH:34]1([CH2:33][N:31]([CH3:32])[C:30]([C:26]2[CH:25]=[C:24]([C:20]3[N:21]=[CH:22][N:23]=[C:18]([N:11]([C:12]4[CH:17]=[CH:16][CH:15]=[CH:14][CH:13]=4)[C:38](=[O:40])[CH3:39])[N:19]=3)[CH:29]=[CH:28][N:27]=2)=[S:37])[CH2:36][CH2:35]1. The yield is 0.390. (3) The reactants are [C:1]([C:4]1[CH:5]=[C:6]([CH:12]=[CH:13][N:14]=1)[C:7]([O:9][CH2:10][CH3:11])=[O:8])(=[O:3])[NH2:2].Cl. The catalyst is CO.O=[Pt]=O. The product is [C:1]([CH:4]1[CH2:5][CH:6]([C:7]([O:9][CH2:10][CH3:11])=[O:8])[CH2:12][CH2:13][NH:14]1)(=[O:3])[NH2:2]. The yield is 0.970. (4) The reactants are [Cl:1][C:2]1[CH:3]=[CH:4][C:5]2[S:9][C:8]([S:10]([NH:13][C:14]3[CH:15]=[C:16]([CH:20]=[CH:21][CH:22]=3)[C:17]([OH:19])=[O:18])(=[O:12])=[O:11])=[C:7]([CH3:23])[C:6]=2[CH:24]=1.[CH2:25](O)[C:26]1[CH:31]=[CH:30][CH:29]=[CH:28][CH:27]=1. No catalyst specified. The product is [Cl:1][C:2]1[CH:3]=[CH:4][C:5]2[S:9][C:8]([S:10]([NH:13][C:14]3[CH:15]=[C:16]([CH:20]=[CH:21][CH:22]=3)[C:17]([O:19][CH2:25][C:26]3[CH:31]=[CH:30][CH:29]=[CH:28][CH:27]=3)=[O:18])(=[O:12])=[O:11])=[C:7]([CH3:23])[C:6]=2[CH:24]=1. The yield is 0.680. (5) The reactants are Br[C:2]1[N:7]=[N:6][C:5]([NH2:8])=[N:4][C:3]=1[C:9]1[CH:14]=[CH:13][CH:12]=[CH:11][CH:10]=1.[CH3:15][O:16][C:17]1[CH:18]=[C:19](B(O)O)[CH:20]=[C:21]([O:23][CH3:24])[CH:22]=1. No catalyst specified. The product is [CH3:15][O:16][C:17]1[CH:18]=[C:19]([C:2]2[N:7]=[N:6][C:5]([NH2:8])=[N:4][C:3]=2[C:9]2[CH:14]=[CH:13][CH:12]=[CH:11][CH:10]=2)[CH:20]=[C:21]([O:23][CH3:24])[CH:22]=1. The yield is 0.600. (6) The reactants are [Br:1][C:2]1[CH:7]=[CH:6][C:5]([F:8])=[CH:4][C:3]=1[N:9]1[CH:13]=[C:12]([Si](C)(C)C)[N:11]=[N:10]1.[F-].C([N+](CCCC)(CCCC)CCCC)CCC. The catalyst is C1COCC1. The product is [Br:1][C:2]1[CH:7]=[CH:6][C:5]([F:8])=[CH:4][C:3]=1[N:9]1[CH:13]=[CH:12][N:11]=[N:10]1. The yield is 0.580. (7) The reactants are Cl[C:2]1[N:7]=[C:6]([NH2:8])[CH:5]=[C:4]([Cl:9])[N:3]=1.[Cl:10][C:11]1[CH:17]=[CH:16][C:14](N)=[CH:13][CH:12]=1.O1CCOC[CH2:19]1. No catalyst specified. The product is [Cl:9][C:4]1[N:3]=[C:2]([NH:7][C:14]2[CH:16]=[CH:17][C:11]([Cl:10])=[CH:12][CH:13]=2)[CH:19]=[C:6]([NH2:8])[CH:5]=1. The yield is 0.420. (8) The reactants are [Br:1][C:2]1[C:7]2[NH:8][C:9](=[O:11])[NH:10][C:6]=2[CH:5]=[C:4]([C:12]([O:14]C)=[O:13])[CH:3]=1.[OH-].[Na+]. The catalyst is CO. The product is [Br:1][C:2]1[C:7]2[NH:8][C:9](=[O:11])[NH:10][C:6]=2[CH:5]=[C:4]([C:12]([OH:14])=[O:13])[CH:3]=1. The yield is 1.00. (9) The reactants are [NH2:1][C:2]1[CH:7]=[CH:6][C:5](B2OC(C)(C)C(C)(C)O2)=[CH:4][N:3]=1.Br[C:18]1[C:29]([Cl:30])=[CH:28][C:21]2[O:22][C:23]([F:27])([F:26])[CH2:24][O:25][C:20]=2[CH:19]=1. The catalyst is O1CCOCC1.CC#N.CC(P(C(C)(C)C)C1C=CC(N(C)C)=CC=1)(C)C.CC(P(C(C)(C)C)C1C=CC(N(C)C)=CC=1)(C)C.Cl[Pd]Cl. The product is [Cl:30][C:29]1[C:18]([C:5]2[CH:6]=[CH:7][C:2]([NH2:1])=[N:3][CH:4]=2)=[CH:19][C:20]2[O:25][CH2:24][C:23]([F:27])([F:26])[O:22][C:21]=2[CH:28]=1. The yield is 0.0900. (10) The reactants are C[O:2][C:3]([C:5]1[S:6][C:7]([C:24]#[C:25][C:26]([CH3:29])([CH3:28])[CH3:27])=[CH:8][C:9]=1[N:10]1[C@H:15]([CH:16]2[CH2:21][CH2:20][CH2:19][CH2:18][CH2:17]2)[CH2:14][CH2:13][C@H:12]([OH:22])[C:11]1=[O:23])=[O:4].O[Li].O.Cl.[CH2:34]1COCC1.O.CO. No catalyst specified. The product is [CH3:28][C:26]([CH3:29])([CH3:27])[C:25]#[C:24][C:7]1[S:6][C:5]([C:3]([OH:2])=[O:4])=[C:9]([N:10]2[C@H:15]([CH:16]([CH2:21][CH3:20])[CH2:17][CH2:18][CH2:19][CH3:34])[CH2:14][CH2:13][C@H:12]([OH:22])[C:11]2=[O:23])[CH:8]=1. The yield is 0.570.